Dataset: Full USPTO retrosynthesis dataset with 1.9M reactions from patents (1976-2016). Task: Predict the reactants needed to synthesize the given product. (1) Given the product [F:1][C:2]1[CH:30]=[CH:29][C:5]([CH2:6][N:7]2[C:11]3[C:12](=[O:20])[N:13]([CH3:14])[C:15]([C:16]([O:18][CH3:19])=[O:17])=[C:21]([OH:22])[C:10]=3[C:9]3[CH2:25][O:26][CH2:27][CH2:28][C:8]2=3)=[CH:4][CH:3]=1, predict the reactants needed to synthesize it. The reactants are: [F:1][C:2]1[CH:30]=[CH:29][C:5]([CH2:6][N:7]2[C:11]([C:12](=[O:20])[N:13]([CH2:15][C:16]([O:18][CH3:19])=[O:17])[CH3:14])=[C:10]([C:21](OC)=[O:22])[C:9]3[CH2:25][O:26][CH2:27][CH2:28][C:8]2=3)=[CH:4][CH:3]=1.[H-].[Na+].[NH4+].[Cl-]. (2) Given the product [CH3:33][CH:34]([CH3:74])[C@H:35]([N:40]1[CH2:48][C:47]2[C:42](=[CH:43][C:44]([C:49]3[CH:50]=[CH:51][C:52]([NH:55][C:56]([C:58]4[O:62][N:61]=[C:60]([C:63]5[CH:64]=[CH:65][C:66]([C:69]([F:72])([F:71])[F:70])=[CH:67][CH:68]=5)[CH:59]=4)=[O:57])=[CH:53][CH:54]=3)=[CH:45][CH:46]=2)[C:41]1=[O:73])[C:36]([OH:38])=[O:37], predict the reactants needed to synthesize it. The reactants are: C(NC1C=CC(C2C=C3C(CN([C@@H](C(C)C)C(O)=O)C3=O)=CC=2)=CC=1)(=O)C1C=CC=CC=1.[CH3:33][CH:34]([CH3:74])[C@H:35]([N:40]1[CH2:48][C:47]2[C:42](=[CH:43][C:44]([C:49]3[CH:54]=[CH:53][C:52]([NH:55][C:56]([C:58]4[O:62][N:61]=[C:60]([C:63]5[CH:68]=[CH:67][C:66]([C:69]([F:72])([F:71])[F:70])=[CH:65][CH:64]=5)[CH:59]=4)=[O:57])=[CH:51][CH:50]=3)=[CH:45][CH:46]=2)[C:41]1=[O:73])[C:36]([O:38]C)=[O:37].